Task: Predict the reactants needed to synthesize the given product.. Dataset: Retrosynthesis with 50K atom-mapped reactions and 10 reaction types from USPTO (1) Given the product Cn1ccc2cc(NC(=O)Oc3ccccc3)ccc21, predict the reactants needed to synthesize it. The reactants are: Cn1ccc2cc(N)ccc21.O=C(Cl)Oc1ccccc1. (2) Given the product CS(=O)(=O)c1ccc([C@@H](C[C@@H]2CCC(=O)C2)C(=O)Nc2cnccn2)cc1Cl, predict the reactants needed to synthesize it. The reactants are: CS(=O)(=O)c1ccc([C@@H](C[C@@H]2CCC(=O)C2)C(=O)O)cc1Cl.Nc1cnccn1.